Dataset: Full USPTO retrosynthesis dataset with 1.9M reactions from patents (1976-2016). Task: Predict the reactants needed to synthesize the given product. (1) Given the product [CH2:7]([O:14][C:15]1[N:20]=[CH:19][C:18]([C:21]2[CH:26]=[CH:25][C:24]([CH2:27][C:28]([NH:30][C:31]3[CH:36]=[CH:35][C:34]([CH2:37][C:38]([CH3:45])([CH3:44])[CH2:39][OH:40])=[C:33]([C:46]([F:47])([F:49])[F:48])[CH:32]=3)=[O:29])=[C:23]([F:50])[CH:22]=2)=[C:17]([O:51][CH2:52][CH3:53])[CH:16]=1)[C:8]1[CH:9]=[CH:10][CH:11]=[CH:12][CH:13]=1, predict the reactants needed to synthesize it. The reactants are: [H-].[H-].[H-].[H-].[Li+].[Al+3].[CH2:7]([O:14][C:15]1[N:20]=[CH:19][C:18]([C:21]2[CH:26]=[CH:25][C:24]([CH2:27][C:28]([NH:30][C:31]3[CH:36]=[CH:35][C:34]([CH2:37][C:38]([CH3:45])([CH3:44])[C:39](OCC)=[O:40])=[C:33]([C:46]([F:49])([F:48])[F:47])[CH:32]=3)=[O:29])=[C:23]([F:50])[CH:22]=2)=[C:17]([O:51][CH2:52][CH3:53])[CH:16]=1)[C:8]1[CH:13]=[CH:12][CH:11]=[CH:10][CH:9]=1. (2) Given the product [O:9]=[C:5]([CH2:21][C:20]1[CH:23]=[CH:24][CH:25]=[C:18]([O:11][C:12]2[CH:17]=[CH:16][CH:15]=[CH:14][CH:13]=2)[CH:19]=1)[CH2:6][CH2:7][CH:8]1[NH:4][C:3](=[O:10])[CH2:2][CH2:1]1, predict the reactants needed to synthesize it. The reactants are: [CH2:1]1[CH:8]2[N:4]([C:5](=[O:9])[CH2:6][CH2:7]2)[C:3](=[O:10])[CH2:2]1.[O:11]([C:18]1[CH:19]=[C:20]([CH:23]=[CH:24][CH:25]=1)[CH2:21]Cl)[C:12]1[CH:17]=[CH:16][CH:15]=[CH:14][CH:13]=1. (3) Given the product [CH3:1][O:2][C:3]1([O:17][CH3:16])[CH2:4][CH2:5][O:6][CH2:7][CH:8]1[OH:21], predict the reactants needed to synthesize it. The reactants are: [CH3:1][O:2][C:3]1[CH2:4][CH2:5][O:6][CH2:7][CH:8]=1.ClC1C=CC=C([C:16](OO)=[O:17])C=1.C[OH:21]. (4) Given the product [CH3:1][O:2][C:3](=[O:32])[CH2:4][O:5][C:6]1[CH:15]=[CH:14][C:13]([Cl:16])=[C:12]2[C:7]=1[C:8]([O:31][CH:34]([F:36])[F:35])=[C:9]([CH2:19][C:20]1[CH:21]=[CH:22][C:23]([C:26](=[O:30])[CH:27]([CH3:29])[CH3:28])=[CH:24][CH:25]=1)[C:10]([CH2:17][CH3:18])=[N:11]2, predict the reactants needed to synthesize it. The reactants are: [CH3:1][O:2][C:3](=[O:32])[CH2:4][O:5][C:6]1[CH:15]=[CH:14][C:13]([Cl:16])=[C:12]2[C:7]=1[C:8](=[O:31])[C:9]([CH2:19][C:20]1[CH:25]=[CH:24][C:23]([C:26](=[O:30])[CH:27]([CH3:29])[CH3:28])=[CH:22][CH:21]=1)=[C:10]([CH2:17][CH3:18])[NH:11]2.Cl[CH:34]([F:36])[F:35]. (5) Given the product [CH3:7][C:2]1([CH3:1])[C:8]2[C:13](=[CH:12][CH:11]=[CH:10][CH:9]=2)[C:4](=[O:6])[CH2:3]1, predict the reactants needed to synthesize it. The reactants are: [CH3:1][C:2]([C:8]1[CH:13]=[CH:12][CH:11]=[CH:10][CH:9]=1)([CH3:7])[CH2:3][C:4]([OH:6])=O.CS(O)(=O)=O. (6) Given the product [C:44]1([C:23]2[C:24]([C:26]3[CH:27]=[CH:28][C:29]([C:32]4([NH2:36])[CH2:35][CH2:34][CH2:33]4)=[CH:30][CH:31]=3)=[N:25][C:17]3[N:18]([CH:22]=2)[N:19]=[C:20]2[C:16]=3[CH:15]=[CH:14][C:13]([C:12]3[NH:8][N:9]=[CH:10][CH:11]=3)=[CH:21]2)[CH:49]=[CH:48][CH:47]=[CH:46][CH:45]=1, predict the reactants needed to synthesize it. The reactants are: C(OC([N:8]1[C:12]([C:13]2[CH:14]=[CH:15][C:16]3[C:20]([CH:21]=2)=[N:19][N:18]2[CH:22]=[C:23]([C:44]4[CH:49]=[CH:48][CH:47]=[CH:46][CH:45]=4)[C:24]([C:26]4[CH:31]=[CH:30][C:29]([C:32]5([NH:36]C(OC(C)(C)C)=O)[CH2:35][CH2:34][CH2:33]5)=[CH:28][CH:27]=4)=[N:25][C:17]=32)=[CH:11][CH:10]=[N:9]1)=O)(C)(C)C. (7) The reactants are: [CH2:1]([O:8][C:9]1[CH:17]=[CH:16][C:12]([C:13]([OH:15])=O)=[CH:11][CH:10]=1)[C:2]1[CH:7]=[CH:6][CH:5]=[CH:4][CH:3]=1.C(Cl)(=O)C(Cl)=O.[NH2:24][C:25]1[CH:26]=[N:27][CH:28]=[CH:29][C:30]=1[OH:31].C(N(CC)CC)C. Given the product [CH2:1]([O:8][C:9]1[CH:10]=[CH:11][C:12]([C:13]([NH:24][C:25]2[CH:26]=[N:27][CH:28]=[CH:29][C:30]=2[OH:31])=[O:15])=[CH:16][CH:17]=1)[C:2]1[CH:3]=[CH:4][CH:5]=[CH:6][CH:7]=1, predict the reactants needed to synthesize it.